This data is from Reaction yield outcomes from USPTO patents with 853,638 reactions. The task is: Predict the reaction yield, written as a fraction of the theoretical maximum amount of product (1.0 means a 100% yield; for example, 0.34 means a 34% yield). The yield is 0.470. The product is [Br:1][C:2]1[CH:11]=[C:10]2[C:5]([CH2:6][CH2:7][N:8]([C:17]3[CH:18]=[CH:19][C:14]([F:13])=[CH:15][CH:16]=3)[C:9]2=[O:12])=[CH:4][CH:3]=1. The catalyst is CN(C=O)C.[Cu]I. The reactants are [Br:1][C:2]1[CH:11]=[C:10]2[C:5]([CH2:6][CH2:7][NH:8][C:9]2=[O:12])=[CH:4][CH:3]=1.[F:13][C:14]1[CH:19]=[CH:18][C:17](I)=[CH:16][CH:15]=1.C(=O)([O-])[O-].[K+].[K+].